From a dataset of Forward reaction prediction with 1.9M reactions from USPTO patents (1976-2016). Predict the product of the given reaction. (1) Given the reactants [CH3:1][C:2]1([CH3:23])[O:7][C:6](=[O:8])[C:5]2[CH:9]=[CH:10][C:11]([O:13]C3C=CC(C=O)=CC=3F)=[CH:12][C:4]=2[O:3]1.CC(C)CCN.C(O[BH-](OC(=O)C)OC(=O)C)(=O)C.[Na+].[OH-].[K+], predict the reaction product. The product is: [OH:13][C:11]1[CH:10]=[CH:9][C:5]2[C:6](=[O:8])[O:7][C:2]([CH3:1])([CH3:23])[O:3][C:4]=2[CH:12]=1. (2) The product is: [ClH:1].[Cl:1][C:2]1[C:10]([CH3:11])=[C:9]2[C:5]([C:6]([C:12]3[S:13][C:14]([C:20]4[CH:21]=[N:22][CH:23]=[CH:24][CH:25]=4)=[C:15]([CH:17]=[O:18])[N:16]=3)=[N:7][NH:8]2)=[CH:4][CH:3]=1. Given the reactants [Cl:1][C:2]1[C:10]([CH3:11])=[C:9]2[C:5]([C:6]([C:12]3[S:13][C:14]([C:20]4[CH:21]=[N:22][CH:23]=[CH:24][CH:25]=4)=[C:15]([C:17](O)=[O:18])[N:16]=3)=[N:7][NH:8]2)=[CH:4][CH:3]=1.C(N(CC)CC)C.F[P-](F)(F)(F)(F)F.N1(OC(N(C)C)=[N+](C)C)C2N=CC=CC=2N=N1, predict the reaction product. (3) Given the reactants [C:1](=[O:12])(OC(Cl)(Cl)Cl)OC(Cl)(Cl)Cl.[CH:13]([N:16]1[CH2:21][CH2:20][CH:19]([NH2:22])[CH2:18][CH2:17]1)([CH3:15])[CH3:14].[F:23][C:24]1[CH:25]=[C:26]2[C:30](=[CH:31][CH:32]=1)[CH:29]([NH:33][C:34]1[CH:43]=[CH:42][C:41]3[C:36](=[CH:37][CH:38]=[C:39]([NH2:44])[CH:40]=3)[N:35]=1)[CH2:28][CH2:27]2, predict the reaction product. The product is: [F:23][C:24]1[CH:25]=[C:26]2[C:30](=[CH:31][CH:32]=1)[CH:29]([NH:33][C:34]1[CH:43]=[CH:42][C:41]3[C:36](=[CH:37][CH:38]=[C:39]([NH:44][C:1]([NH:22][CH:19]4[CH2:20][CH2:21][N:16]([CH:13]([CH3:15])[CH3:14])[CH2:17][CH2:18]4)=[O:12])[CH:40]=3)[N:35]=1)[CH2:28][CH2:27]2. (4) Given the reactants [F:1][CH2:2][CH2:3][CH2:4][C:5]1[CH:10]=[CH:9][C:8]([N+:11]([O-])=O)=[CH:7][C:6]=1[C:14]([F:17])([F:16])[F:15], predict the reaction product. The product is: [F:1][CH2:2][CH2:3][CH2:4][C:5]1[CH:10]=[CH:9][C:8]([NH2:11])=[CH:7][C:6]=1[C:14]([F:15])([F:16])[F:17]. (5) Given the reactants C1C([CH2:4][N:5]2[C:15](=[O:16])[N:14]([CH2:17]C3CC3)[C:12](=[O:13])[C:7]3[N:8]=[C:9](N)[NH:10][C:6]2=3)C1.C[O:22][C:23]1C=CC(C2CNC(=O)NC2)=C[C:28]=1[O:29][C@@H:30]1[C@@H:35]2C[C@@H](CC2)C1.N1(C(=O)C2NC=NC=2N(C)C1=O)C.CC(CN1C(=O)N(C)C(=O)C2N=CNC1=2)C.CCCOC1C=C([C@@]2(C)OC(=O)NC2)C=CC=1OC.COC1C=C(C2C=CC(=O)NN=2)C=CC=1OC(F)F.CC[C@]12C=C(C(OCC)=O)N3C4=C(CCN([C@@H]14)CCC2)C1C=CC=CC=13.COC1C=CC(C2CNC(=O)C2)=CC=1OC1CCCC1.CCCN1C(=O)N(C2C=CC(Cl)=CC=2)C2NC=NC=2C1=O.C1C(C(NC2C(Cl)=CN=CC=2Cl)=O)=CC(OCC2CC2)=C(OC(F)F)C=1.CCOC1C=C2[C@H]3CN(C)CC[C@H]3N=C(C3C=CC(C(N(C(C)C)C(C)C)=O)=CC=3)C2=CC=1OC, predict the reaction product. The product is: [CH3:4][N:5]1[C:15](=[O:16])[N:14]([CH3:17])[C:12](=[O:13])[C:7]2[N:8]([CH2:35][CH:30]3[O:22][CH2:23][CH2:28][O:29]3)[CH:9]=[N:10][C:6]1=2. (6) Given the reactants [C:1]([C:4]1[CH:5]=[C:6]([NH:11][C:12](=[O:16])[CH2:13][CH2:14][CH3:15])[CH:7]=[CH:8][C:9]=1[OH:10])(=[O:3])[CH3:2].[C:17](=O)([O-])[O-].[K+].[K+].IC, predict the reaction product. The product is: [C:1]([C:4]1[CH:5]=[C:6]([NH:11][C:12](=[O:16])[CH2:13][CH2:14][CH3:15])[CH:7]=[CH:8][C:9]=1[O:10][CH3:17])(=[O:3])[CH3:2].